This data is from Reaction yield outcomes from USPTO patents with 853,638 reactions. The task is: Predict the reaction yield, written as a fraction of the theoretical maximum amount of product (1.0 means a 100% yield; for example, 0.34 means a 34% yield). (1) The reactants are C([N:8]1[CH2:12][CH2:11][C@@H:10]2[CH2:13][N:14]([C:17]3[CH:25]=[CH:24][CH:23]=[C:22]4[C:18]=3[CH:19]=[N:20][N:21]4[C:26]3[CH:31]=[CH:30][CH:29]=[CH:28][C:27]=3[F:32])[C:15](=[O:16])[C@H:9]12)C1C=CC=CC=1.[H][H]. The catalyst is [OH-].[OH-].[Pd+2].O1CCCC1. The product is [F:32][C:27]1[CH:28]=[CH:29][CH:30]=[CH:31][C:26]=1[N:21]1[C:22]2[C:18](=[C:17]([N:14]3[CH2:13][C@@H:10]4[C@@H:9]([NH:8][CH2:12][CH2:11]4)[C:15]3=[O:16])[CH:25]=[CH:24][CH:23]=2)[CH:19]=[N:20]1. The yield is 0.990. (2) The reactants are Br[C:2]1[C:12]2[O:11][CH2:10][CH2:9][N:8]([C:13]([O:15][C:16]([CH3:19])([CH3:18])[CH3:17])=[O:14])[CH2:7][C:6]=2[CH:5]=[CH:4][CH:3]=1.[C:20](=O)([O-])[O-].[Na+].[Na+].O.[CH2:27]([CH2:30]OC)[O:28][CH3:29]. The catalyst is C1C=CC([P]([Pd]([P](C2C=CC=CC=2)(C2C=CC=CC=2)C2C=CC=CC=2)([P](C2C=CC=CC=2)(C2C=CC=CC=2)C2C=CC=CC=2)[P](C2C=CC=CC=2)(C2C=CC=CC=2)C2C=CC=CC=2)(C2C=CC=CC=2)C2C=CC=CC=2)=CC=1. The product is [CH3:29][O:28][CH2:27]/[CH:30]=[CH:20]/[C:2]1[C:12]2[O:11][CH2:10][CH2:9][N:8]([C:13]([O:15][C:16]([CH3:19])([CH3:18])[CH3:17])=[O:14])[CH2:7][C:6]=2[CH:5]=[CH:4][CH:3]=1. The yield is 0.623. (3) The reactants are Br[C:2]1[CH:3]=[C:4]([S:10]([CH2:13][CH2:14][O:15][CH:16]2[CH2:21][CH2:20][CH2:19][CH2:18][O:17]2)(=[O:12])=[O:11])[CH:5]=[CH:6][C:7]=1[O:8][CH3:9].[CH3:22][C:23]1([CH3:39])[C:27]([CH3:29])([CH3:28])[O:26][B:25]([B:25]2[O:26][C:27]([CH3:29])([CH3:28])[C:23]([CH3:39])([CH3:22])[O:24]2)[O:24]1.C(O[K])(C)=O.CC(=O)OCC. The catalyst is O1CCOCC1. The product is [CH3:9][O:8][C:7]1[CH:6]=[CH:5][C:4]([S:10]([CH2:13][CH2:14][O:15][CH:16]2[CH2:21][CH2:20][CH2:19][CH2:18][O:17]2)(=[O:12])=[O:11])=[CH:3][C:2]=1[B:25]1[O:26][C:27]([CH3:29])([CH3:28])[C:23]([CH3:39])([CH3:22])[O:24]1. The yield is 0.392. (4) The reactants are BrC1C=CC2C3C(CCOC=2C=1)=CN(C1N(C2C=CC(F)=CC=2F)N=CN=1)N=3.Cl[C:30]1[N:34]([C:35]2[CH:40]=[CH:39][CH:38]=[CH:37][C:36]=2[Cl:41])[N:33]=[CH:32][N:31]=1.[Br:42][C:43]1[CH:44]=[CH:45][C:46]2[O:55][CH2:54][CH2:53][C:52]3[C:48](=[N:49][NH:50][CH:51]=3)[C:47]=2[CH:56]=1.C(Cl)Cl. The catalyst is C1CCCCC1. The product is [Br:42][C:43]1[CH:44]=[CH:45][C:46]2[O:55][CH2:54][CH2:53][C:52]3[C:48](=[N:49][N:50]([C:30]4[N:34]([C:35]5[CH:40]=[CH:39][CH:38]=[CH:37][C:36]=5[Cl:41])[N:33]=[CH:32][N:31]=4)[CH:51]=3)[C:47]=2[CH:56]=1. The yield is 0.330. (5) The reactants are Cl.O1CCOCC1.C(O[C:13](=[O:41])[NH:14][C@H:15]([C:20](=[O:40])[NH:21][CH:22]1[CH2:38][CH2:37][N:26]2[C:27](=[O:36])[C:28]3[CH:29]=[CH:30][CH:31]=[CH:32][C:33]=3[C:34](=[O:35])[N:25]2[CH2:24][CH:23]1[OH:39])[CH2:16][CH:17]([CH3:19])[CH3:18])(C)(C)C.[O:42]1[C:46]2[CH:47]=[CH:48][CH:49]=[CH:50][C:45]=2[CH:44]=[C:43]1C(O)=O.ON1C2C=CC=CC=2N=N1.Cl.CN(C)CCCN=C=NCC.C(N(CC)C(C)C)(C)C. The catalyst is CO.CCOC(C)=O. The product is [OH:39][CH:23]1[CH:22]([NH:21][C:20]([C@@H:15]([NH:14][C:13]([C:43]2[O:42][C:46]3[CH:47]=[CH:48][CH:49]=[CH:50][C:45]=3[CH:44]=2)=[O:41])[CH2:16][CH:17]([CH3:19])[CH3:18])=[O:40])[CH2:38][CH2:37][N:26]2[C:27](=[O:36])[C:28]3[CH:29]=[CH:30][CH:31]=[CH:32][C:33]=3[C:34](=[O:35])[N:25]2[CH2:24]1. The yield is 0.940. (6) The reactants are [NH2:1][C:2]1[C:3]([NH:20][CH2:21][CH:22]([OH:25])[CH2:23][OH:24])=[C:4]([NH:8][C:9]([NH:11][C:12]2[CH:17]=[CH:16][C:15]([Cl:18])=[CH:14][C:13]=2[Cl:19])=S)[CH:5]=[CH:6][CH:7]=1.Cl.C(N=C=NCCCN(C)C)C. The catalyst is O1CCCC1.C(OCC)(=O)C. The product is [NH2:1][C:2]1[C:3]2[N:20]([CH2:21][CH:22]([OH:25])[CH2:23][OH:24])[C:9]([NH:11][C:12]3[CH:17]=[CH:16][C:15]([Cl:18])=[CH:14][C:13]=3[Cl:19])=[N:8][C:4]=2[CH:5]=[CH:6][CH:7]=1. The yield is 0.440. (7) The reactants are [C:1](OC(=O)C)(=[O:3])[CH3:2].[CH3:8][NH:9][C@H:10]([CH3:39])[CH2:11][O:12][C:13]1[CH:22]=[CH:21][CH:20]=[C:19]2[C:14]=1[C:15]([NH:23][C:24]1[CH:29]=[CH:28][C:27]([O:30][C:31]3[CH:32]=[N:33][C:34]([CH3:37])=[CH:35][CH:36]=3)=[C:26]([CH3:38])[CH:25]=1)=[N:16][CH:17]=[N:18]2.C(=O)([O-])[O-].[K+].[K+]. The catalyst is CC(C)=O. The product is [CH3:8][N:9]([C@H:10]([CH3:39])[CH2:11][O:12][C:13]1[CH:22]=[CH:21][CH:20]=[C:19]2[C:14]=1[C:15]([NH:23][C:24]1[CH:29]=[CH:28][C:27]([O:30][C:31]3[CH:32]=[N:33][C:34]([CH3:37])=[CH:35][CH:36]=3)=[C:26]([CH3:38])[CH:25]=1)=[N:16][CH:17]=[N:18]2)[C:1](=[O:3])[CH3:2]. The yield is 0.840. (8) The reactants are [F:1][C:2]1[CH:3]=[CH:4][C:5]([C:8]2[N:12]=[C:11]([C:13]3[CH:18]=[CH:17][CH:16]=[C:15](Br)[CH:14]=3)[O:10][N:9]=2)=[N:6][CH:7]=1.B1([C:26]2[CH:31]=[CH:30][CH:29]=[N:28][CH:27]=2)OCCCO1.COCCOC.C(=O)([O-])[O-].[Na+].[Na+]. The catalyst is ClCCl.C1C=CC([P]([Pd]([P](C2C=CC=CC=2)(C2C=CC=CC=2)C2C=CC=CC=2)([P](C2C=CC=CC=2)(C2C=CC=CC=2)C2C=CC=CC=2)[P](C2C=CC=CC=2)(C2C=CC=CC=2)C2C=CC=CC=2)(C2C=CC=CC=2)C2C=CC=CC=2)=CC=1. The product is [F:1][C:2]1[CH:3]=[CH:4][C:5]([C:8]2[N:12]=[C:11]([C:13]3[CH:18]=[CH:17][CH:16]=[C:15]([C:26]4[CH:27]=[N:28][CH:29]=[CH:30][CH:31]=4)[CH:14]=3)[O:10][N:9]=2)=[N:6][CH:7]=1. The yield is 0.502.